Dataset: Full USPTO retrosynthesis dataset with 1.9M reactions from patents (1976-2016). Task: Predict the reactants needed to synthesize the given product. (1) Given the product [Cl:9][C:10]1[C:15]([F:16])=[CH:14][CH:13]=[C:12]([O:17][CH3:18])[C:11]=1[C@H:19]([C:21]1[C:29]2[C:24](=[N:25][CH:26]=[C:27]([C:2]3[C:3]([Cl:8])=[N:4][N:5]([CH3:7])[CH:6]=3)[CH:28]=2)[NH:23][CH:22]=1)[CH3:20], predict the reactants needed to synthesize it. The reactants are: Br[C:2]1[C:3]([Cl:8])=[N:4][N:5]([CH3:7])[CH:6]=1.[Cl:9][C:10]1[C:15]([F:16])=[CH:14][CH:13]=[C:12]([O:17][CH3:18])[C:11]=1[C@H:19]([C:21]1[C:29]2[C:24](=[N:25][CH:26]=[C:27](B3OC(C)(C)C(C)(C)O3)[CH:28]=2)[NH:23][CH:22]=1)[CH3:20].C(=O)([O-])[O-].[K+].[K+]. (2) Given the product [F:15][CH:13]([F:14])[C:12]1[CH:11]=[CH:10][N:24]2[CH:25]=[CH:26][N:27]=[C:23]2[N:22]=1, predict the reactants needed to synthesize it. The reactants are: FC(F)C(Cl)=O.C(O[CH:10]=[CH:11][C:12](=O)[CH:13]([F:15])[F:14])C.S(O)(O)(=O)=O.[NH2:22][C:23]1[NH:24][CH:25]=[CH:26][N:27]=1.[NH2:22][C:23]1[NH:24][CH:25]=[CH:26][N:27]=1. (3) Given the product [CH:8]1[C:9]2[C:14](=[CH:13][CH:12]=[CH:11][CH:10]=2)[CH:15]=[CH:16][C:7]=1[C:19]1([OH:25])[CH:20]2[CH2:23][CH2:24][N:17]([CH2:22][CH2:21]2)[CH2:18]1, predict the reactants needed to synthesize it. The reactants are: C([Li])CCC.Br[C:7]1[CH:16]=[CH:15][C:14]2[C:9](=[CH:10][CH:11]=[CH:12][CH:13]=2)[CH:8]=1.[N:17]12[CH2:24][CH2:23][CH:20]([CH2:21][CH2:22]1)[C:19](=[O:25])[CH2:18]2.[OH-].[Na+]. (4) Given the product [C:1]([C:3]1[CH:8]=[CH:7][C:6]([C:9]2[N:14]=[C:13]([NH:15][CH3:16])[N:12]=[C:11]([N:17]3[C@H:22]([CH3:23])[CH2:21][O:20][C@H:19]([C:24]([NH:68][CH2:61][C:62]4[CH:67]=[CH:66][CH:65]=[CH:64][CH:63]=4)=[O:26])[CH2:18]3)[CH:10]=2)=[CH:5][C:4]=1[F:27])#[N:2], predict the reactants needed to synthesize it. The reactants are: [C:1]([C:3]1[CH:8]=[CH:7][C:6]([C:9]2[N:14]=[C:13]([NH:15][CH3:16])[N:12]=[C:11]([N:17]3[C@H:22]([CH3:23])[CH2:21][O:20][C@H:19]([C:24]([OH:26])=O)[CH2:18]3)[CH:10]=2)=[CH:5][C:4]=1[F:27])#[N:2].CN(C(ON1N=NC2C=CC=NC1=2)=[N+](C)C)C.F[P-](F)(F)(F)(F)F.CCN(C(C)C)C(C)C.[CH2:61]([NH2:68])[C:62]1[CH:67]=[CH:66][CH:65]=[CH:64][CH:63]=1. (5) Given the product [Cl:28][C:25]1[CH:26]=[CH:27][C:22]([C:3]2[C:2](=[O:33])[NH:7][N:6]3[C:8]([C:11]([F:13])([F:12])[F:14])=[N:9][N:10]=[C:5]3[C:4]=2[C:15]2[CH:16]=[CH:17][C:18]([Cl:21])=[CH:19][CH:20]=2)=[CH:23][CH:24]=1, predict the reactants needed to synthesize it. The reactants are: Cl[C:2]1[C:3]([C:22]2[CH:27]=[CH:26][C:25]([Cl:28])=[CH:24][CH:23]=2)=[C:4]([C:15]2[CH:20]=[CH:19][C:18]([Cl:21])=[CH:17][CH:16]=2)[C:5]2[N:6]([C:8]([C:11]([F:14])([F:13])[F:12])=[N:9][N:10]=2)[N:7]=1.[Si]([O:33][K])(C)(C)C. (6) Given the product [CH3:25][O:24][C@H:19]1[CH2:20][CH2:21][CH2:22][CH2:23][C@H:18]1[NH:17][C:9](=[O:10])[O:11][C:12]([CH3:13])([CH3:14])[CH3:15], predict the reactants needed to synthesize it. The reactants are: [C:12]([O:11][C:9](O[C:9]([O:11][C:12]([CH3:15])([CH3:14])[CH3:13])=[O:10])=[O:10])([CH3:15])([CH3:14])[CH3:13].Cl.[NH2:17][C@H:18]1[CH2:23][CH2:22][CH2:21][CH2:20][C@H:19]1[OH:24].[CH2:25](N(CC)CC)C.[H-].[Na+].CI. (7) Given the product [C:1]([C:5]1[CH:6]=[CH:7][C:8]([C:11]2[N:15]([CH2:16][C:17]3[CH:18]=[CH:19][CH:20]=[CH:21][CH:22]=3)[N:14]=[C:13]([C:23](=[N:28][NH:27][C:29]([NH:31][C:32]3[CH:40]=[CH:39][C:35]([C:36]([OH:38])=[O:37])=[CH:34][CH:33]=3)=[S:30])[CH3:24])[C:12]=2[OH:26])=[CH:9][CH:10]=1)([CH3:4])([CH3:3])[CH3:2], predict the reactants needed to synthesize it. The reactants are: [C:1]([C:5]1[CH:10]=[CH:9][C:8]([C:11]2[N:15]([CH2:16][C:17]3[CH:22]=[CH:21][CH:20]=[CH:19][CH:18]=3)[N:14]=[C:13]([C:23](=O)[CH3:24])[C:12]=2[OH:26])=[CH:7][CH:6]=1)([CH3:4])([CH3:3])[CH3:2].[NH:27]([C:29]([NH:31][C:32]1[CH:40]=[CH:39][C:35]([C:36]([OH:38])=[O:37])=[CH:34][CH:33]=1)=[S:30])[NH2:28].CN(C)C=O. (8) Given the product [Cl:1][C:2]1[CH:3]=[C:4]([CH:16]=[C:17]([Cl:21])[C:18]=1[OH:19])[C:5]([N:7]1[C:11]2[CH:12]=[CH:13][CH:14]=[CH:15][C:10]=2[S:9][CH2:8]1)=[O:6], predict the reactants needed to synthesize it. The reactants are: [Cl:1][C:2]1[CH:3]=[C:4]([CH:16]=[C:17]([Cl:21])[C:18]=1[O:19]C)[C:5]([N:7]1[C:11]2[CH:12]=[CH:13][CH:14]=[CH:15][C:10]=2[S:9][CH2:8]1)=[O:6].[Cl-].[Li+].Cl. (9) The reactants are: Cl[C:2]1[CH:7]=[CH:6][C:5]([O:8][CH3:9])=[CH:4][C:3]=1[N+:10]([O-])=O.C(OC)(=O)[CH2:14][C:15](OC)=[O:16].[H-].[Na+]. Given the product [CH3:9][O:8][C:5]1[CH:4]=[C:3]2[C:2]([CH2:14][C:15](=[O:16])[NH:10]2)=[CH:7][CH:6]=1, predict the reactants needed to synthesize it.